Dataset: Forward reaction prediction with 1.9M reactions from USPTO patents (1976-2016). Task: Predict the product of the given reaction. Given the reactants [Br:1][C:2]1[CH:10]=[C:9]2[C:5]([CH2:6][CH2:7][C:8]2=O)=[CH:4][CH:3]=1.[CH3:12][NH:13][CH3:14].C(O)(=O)C.C([BH3-])#N.[Na+], predict the reaction product. The product is: [Br:1][C:2]1[CH:10]=[C:9]2[C:5]([CH2:6][CH2:7][CH:8]2[N:13]([CH3:14])[CH3:12])=[CH:4][CH:3]=1.